Dataset: Full USPTO retrosynthesis dataset with 1.9M reactions from patents (1976-2016). Task: Predict the reactants needed to synthesize the given product. (1) Given the product [CH2:29]([O:31][C:32](=[O:39])[CH2:33][N:34]([CH2:35][CH2:36][CH2:37][CH3:38])[C:12](=[O:14])[C:11]1[CH:10]=[CH:9][C:8]([N:5]2[CH2:4][CH2:3][CH:2]([NH:47][CH2:48][C@H:49]([OH:50])[C:51]3[CH:52]=[CH:53][C:54]([OH:62])=[C:55]([NH:57][S:58]([CH3:61])(=[O:60])=[O:59])[CH:56]=3)[CH2:7][CH2:6]2)=[CH:16][CH:15]=1)[CH3:30], predict the reactants needed to synthesize it. The reactants are: O=[C:2]1[CH2:7][CH2:6][N:5]([C:8]2[CH:16]=[CH:15][C:11]([C:12]([OH:14])=O)=[CH:10][CH:9]=2)[CH2:4][CH2:3]1.Cl.CN(C)CCCN=C=NCC.[CH2:29]([O:31][C:32](=[O:39])[CH2:33][NH:34][CH2:35][CH2:36][CH2:37][CH3:38])[CH3:30].CN1CCOCC1.[NH2:47][CH2:48][C@@H:49]([C:51]1[CH:52]=[CH:53][C:54]([OH:62])=[C:55]([NH:57][S:58]([CH3:61])(=[O:60])=[O:59])[CH:56]=1)[OH:50].C(O[BH-](OC(=O)C)OC(=O)C)(=O)C.[Na+].C(=O)(O)[O-].[Na+]. (2) Given the product [CH:17]([C:20]1[CH:26]=[CH:25][C:23]([NH:24][C:14]([CH:9]2[C:8]3[C:13](=[C:4]([N+:1]([O-:3])=[O:2])[CH:5]=[CH:6][CH:7]=3)[O:12][CH2:11][CH2:10]2)=[O:16])=[CH:22][CH:21]=1)([CH3:19])[CH3:18], predict the reactants needed to synthesize it. The reactants are: [N+:1]([C:4]1[CH:5]=[CH:6][CH:7]=[C:8]2[C:13]=1[O:12][CH2:11][CH2:10][CH:9]2[C:14]([OH:16])=O)([O-:3])=[O:2].[CH:17]([C:20]1[CH:26]=[CH:25][C:23]([NH2:24])=[CH:22][CH:21]=1)([CH3:19])[CH3:18].O.ON1C2C=CC=CC=2N=N1.Cl.C(N=C=NCCCN(C)C)C. (3) The reactants are: C(O[N:5]1[CH2:10][CH:9]([CH3:11])[CH2:8][N:7]([C:12]2[C:17]([Cl:18])=[CH:16][C:15]([C:19]([F:22])([F:21])[F:20])=[CH:14][C:13]=2[Cl:23])[S:6]1(=[O:25])=[O:24])(=O)C.[C:26]([O:29]CC)(=[O:28])[CH3:27].Cl. Given the product [Cl:18][C:17]1[CH:16]=[C:15]([C:19]([F:22])([F:21])[F:20])[CH:14]=[C:13]([Cl:23])[C:12]=1[N:7]1[S:6](=[O:24])(=[O:25])[N:5]([CH2:27][C:26]([OH:29])=[O:28])[CH2:10][CH:9]([CH3:11])[CH2:8]1, predict the reactants needed to synthesize it. (4) Given the product [C:1]([C:3]1[CH:8]=[CH:7][C:6]([CH:9]2[C:18]3[C:17](=[O:19])[CH2:16][CH2:15][CH2:14][C:13]=3[N:12]([C:20]3[CH:25]=[CH:24][CH:23]=[C:22]([C:26]([F:29])([F:28])[F:27])[CH:21]=3)[C:11](=[O:30])[N:10]2[C:31]([NH:33][CH:34]2[CH2:39][CH2:38][S:37](=[NH:53])(=[O:40])[CH2:36][CH2:35]2)=[O:32])=[CH:5][CH:4]=1)#[N:2], predict the reactants needed to synthesize it. The reactants are: [C:1]([C:3]1[CH:8]=[CH:7][C:6]([CH:9]2[C:18]3[C:17](=[O:19])[CH2:16][CH2:15][CH2:14][C:13]=3[N:12]([C:20]3[CH:25]=[CH:24][CH:23]=[C:22]([C:26]([F:29])([F:28])[F:27])[CH:21]=3)[C:11](=[O:30])[N:10]2[C:31]([NH:33][CH:34]2[CH2:39][CH2:38][S:37](=[O:40])[CH2:36][CH2:35]2)=[O:32])=[CH:5][CH:4]=1)#[N:2].C1(C)C=C(C)C=C(C)C=1S(O[NH2:53])(=O)=O. (5) Given the product [CH:1](=[C:8]1[CH2:12][N:11]([C:13](=[O:15])[CH2:27][CH2:26][CH2:25][N:24]([CH3:31])[CH3:23])[C@H:10]([C:20]([NH:47][C:43]2[CH:44]=[CH:45][C:46]3[N:34]([CH2:32][CH3:33])[C:35]4[C:40]([C:41]=3[CH:42]=2)=[CH:39][CH:38]=[CH:37][CH:36]=4)=[O:22])[CH2:9]1)[C:2]1[CH:3]=[CH:4][CH:5]=[CH:6][CH:7]=1, predict the reactants needed to synthesize it. The reactants are: [CH:1](=[C:8]1[CH2:12][N:11]([C:13]([O:15]C(C)(C)C)=O)[C@H:10]([C:20]([OH:22])=O)[CH2:9]1)[C:2]1[CH:7]=[CH:6][CH:5]=[CH:4][CH:3]=1.[CH3:23][N:24]([CH3:31])[CH2:25][CH2:26][CH2:27]C(Cl)=O.[CH2:32]([N:34]1[C:46]2[CH:45]=[CH:44][C:43]([NH2:47])=[CH:42][C:41]=2[C:40]2[C:35]1=[CH:36][CH:37]=[CH:38][CH:39]=2)[CH3:33]. (6) Given the product [NH2:18][C:16]1[CH:15]=[CH:14][C:13]([Cl:21])=[C:12]([NH:11][S:8]([C:5]2[CH:6]=[CH:7][C:2]([Br:1])=[C:3]([F:22])[CH:4]=2)(=[O:10])=[O:9])[CH:17]=1, predict the reactants needed to synthesize it. The reactants are: [Br:1][C:2]1[CH:7]=[CH:6][C:5]([S:8]([NH:11][C:12]2[CH:17]=[C:16]([N+:18]([O-])=O)[CH:15]=[CH:14][C:13]=2[Cl:21])(=[O:10])=[O:9])=[CH:4][C:3]=1[F:22].O.O.[Sn](Cl)Cl.C(OCC)(=O)C. (7) Given the product [CH3:1][C@H:2]([O:6][C:7]1[N:15]=[C:14]2[C:10]([N:11]=[C:12]([O:22][CH3:23])[N:13]2[CH:16]2[CH2:21][CH2:20][CH2:19][CH2:18][O:17]2)=[C:9]([NH2:24])[N:8]=1)[CH2:3][CH2:4][CH3:5], predict the reactants needed to synthesize it. The reactants are: [CH3:1][C@@H:2]([O:6][C:7]1[N:15]=[C:14]2[C:10]([N:11]=[C:12]([O:22][CH3:23])[N:13]2[CH:16]2[CH2:21][CH2:20][CH2:19][CH2:18][O:17]2)=[C:9]([NH2:24])[N:8]=1)[CH2:3][CH2:4][CH3:5].BrC1N(C2CCCCO2)C2C(N=1)=C(N)N=C(O[C@@H](C)CCC)N=2. (8) Given the product [C:1]1([C:7]2[NH:8][C:9]([C:22]3[CH:27]=[CH:26][N:25]=[CH:24][CH:23]=3)=[C:10]([C:12]3[CH:13]=[C:14]4[C:18](=[CH:19][CH:20]=3)[C:17](=[N:29][OH:30])[CH2:16][CH2:15]4)[N:11]=2)[CH:6]=[CH:5][CH:4]=[CH:3][CH:2]=1, predict the reactants needed to synthesize it. The reactants are: [C:1]1([C:7]2[NH:8][C:9]([C:22]3[CH:27]=[CH:26][N:25]=[CH:24][CH:23]=3)=[C:10]([C:12]3[CH:13]=[C:14]4[C:18](=[CH:19][CH:20]=3)[C:17](=O)[CH2:16][CH2:15]4)[N:11]=2)[CH:6]=[CH:5][CH:4]=[CH:3][CH:2]=1.Cl.[NH2:29][OH:30].Cl. (9) Given the product [N:12]1[CH:13]=[CH:14][CH:15]=[CH:16][C:11]=1[N:9]1[CH:17]=[C:3]2[C:2](=[O:8])[NH:1][CH2:6][CH2:5][C:4]2=[N:10]1, predict the reactants needed to synthesize it. The reactants are: [NH:1]1[CH2:6][CH2:5][C:4](=O)[CH2:3][C:2]1=[O:8].[NH:9]([C:11]1[CH:16]=[CH:15][CH:14]=[CH:13][N:12]=1)[NH2:10].[CH3:17]N(C)C=O.COC(OC)N(C)C. (10) Given the product [NH2:31][C:30]1[N:32]=[CH:4][C:5]2[S:6][CH2:7][CH2:8][C:9]3[CH:16]=[C:15]([N:17]4[CH2:21][C@H:20]([CH2:22][NH:23][C:24](=[O:26])[CH3:25])[O:19][C:18]4=[O:27])[CH:14]=[CH:13][C:10]=3[C:11]=2[N:29]=1, predict the reactants needed to synthesize it. The reactants are: CN([CH:4]=[C:5]1[C:11](=O)[C:10]2[CH:13]=[CH:14][C:15]([N:17]3[CH2:21][C@H:20]([CH2:22][NH:23][C:24](=[O:26])[CH3:25])[O:19][C:18]3=[O:27])=[CH:16][C:9]=2[CH2:8][CH2:7][S:6]1)C.Cl.[NH2:29][C:30]([NH2:32])=[NH:31].C([O-])([O-])=O.[K+].[K+].O.